Task: Predict the reaction yield, written as a fraction of the theoretical maximum amount of product (1.0 means a 100% yield; for example, 0.34 means a 34% yield).. Dataset: Reaction yield outcomes from USPTO patents with 853,638 reactions (1) The reactants are [CH2:1]([O:8][C:9]([C@:11]1([C:31]2([OH:35])[CH2:34][CH2:33][CH2:32]2)[CH2:15][C@H:14]([N:16]([C:25](=[O:30])[C:26]([F:29])([F:28])[F:27])[C@@H:17]2[C@H:22]([O:23][CH3:24])[CH2:21][O:20][CH2:19][CH2:18]2)[CH:13]=[CH:12]1)=[O:10])[C:2]1[CH:7]=[CH:6][CH:5]=[CH:4][CH:3]=1.C(N(C(C)C)CC)(C)C.[C:45](Cl)(=[O:47])[CH3:46]. The catalyst is CN(C1C=CN=CC=1)C.ClCCl. The product is [C:45]([O:35][C:31]1([C@@:11]2([C:9]([O:8][CH2:1][C:2]3[CH:7]=[CH:6][CH:5]=[CH:4][CH:3]=3)=[O:10])[CH2:15][C@H:14]([N:16]([C:25](=[O:30])[C:26]([F:27])([F:28])[F:29])[C@@H:17]3[C@H:22]([O:23][CH3:24])[CH2:21][O:20][CH2:19][CH2:18]3)[CH:13]=[CH:12]2)[CH2:32][CH2:33][CH2:34]1)(=[O:47])[CH3:46]. The yield is 0.680. (2) The reactants are [CH2:1]([O:8][C:9]([NH:11][C:12]([CH3:19])([CH3:18])[C:13](OCC)=[O:14])=[O:10])[C:2]1[CH:7]=[CH:6][CH:5]=[CH:4][CH:3]=1.[H-].C([Al+]CC(C)C)C(C)C.[Cr](O[Cr]([O-])(=O)=O)([O-])(=O)=O.[NH+]1C=CC=CC=1.[NH+]1C=CC=CC=1. The catalyst is C1(C)C=CC=CC=1. The product is [CH3:19][C:12]([NH:11][C:9](=[O:10])[O:8][CH2:1][C:2]1[CH:3]=[CH:4][CH:5]=[CH:6][CH:7]=1)([CH3:18])[CH:13]=[O:14]. The yield is 0.473. (3) The reactants are [CH3:1][O:2][C:3](=[O:6])[CH:4]=[CH2:5].CN(C1CCCCC1)C1CCCCC1.I[C:22]1[CH:27]=[CH:26][C:25]([O:28][C:29](=[O:38])[N:30]([CH3:37])[C:31]2[CH:36]=[CH:35][CH:34]=[CH:33][CH:32]=2)=[CH:24][CH:23]=1. The catalyst is C1C=CC(/C=C/C(/C=C/C2C=CC=CC=2)=O)=CC=1.C1C=CC(/C=C/C(/C=C/C2C=CC=CC=2)=O)=CC=1.C1C=CC(/C=C/C(/C=C/C2C=CC=CC=2)=O)=CC=1.[Pd].[Pd].CC(C)([P](C(C)(C)C)([Pd][P](C(C)(C)C)(C(C)(C)C)C(C)(C)C)C(C)(C)C)C. The product is [CH3:1][O:2][C:3](=[O:6])[CH:4]=[CH:5][C:22]1[CH:23]=[CH:24][C:25]([O:28][C:29](=[O:38])[N:30]([CH3:37])[C:31]2[CH:36]=[CH:35][CH:34]=[CH:33][CH:32]=2)=[CH:26][CH:27]=1. The yield is 0.700. (4) The product is [CH:1]1([C:7]([NH:15][NH2:16])=[O:9])[CH2:6][CH2:5][CH2:4][CH2:3][CH2:2]1. The yield is 0.580. The catalyst is O. The reactants are [CH:1]1([C:7]([O:9]C)=O)[CH2:6][CH2:5][CH2:4][CH2:3][CH2:2]1.C(O)C.O.[NH2:15][NH2:16]. (5) The reactants are C([Cl:4])(=O)C.[NH2:5][C:6]1[NH:10][N:9]=[C:8]([NH:11][C:12]2[CH:17]=[C:16]([C:18]([F:21])([F:20])[F:19])[C:15]([C:22]3[CH:27]=[CH:26][C:25]([S:28]([NH:31][C:32]4([CH3:43])[CH2:35][N:34](C(OC(C)(C)C)=O)[CH2:33]4)(=[O:30])=[O:29])=[CH:24][CH:23]=3)=[C:14]([Cl:44])[CH:13]=2)[N:7]=1. The catalyst is CO. The product is [ClH:4].[NH2:5][C:6]1[NH:10][N:9]=[C:8]([NH:11][C:12]2[CH:17]=[C:16]([C:18]([F:20])([F:19])[F:21])[C:15]([C:22]3[CH:27]=[CH:26][C:25]([S:28]([NH:31][C:32]4([CH3:43])[CH2:35][NH:34][CH2:33]4)(=[O:29])=[O:30])=[CH:24][CH:23]=3)=[C:14]([Cl:44])[CH:13]=2)[N:7]=1. The yield is 0.990. (6) The reactants are [F:1][C:2]([F:29])([F:28])[C:3]1[CH:23]=[C:22]([C:24]([F:27])([F:26])[F:25])[CH:21]=[CH:20][C:4]=1[CH2:5][O:6][C:7]1[CH:14]=[CH:13][C:10]([CH:11]=O)=[CH:9][C:8]=1[O:15][CH2:16][CH:17]([CH3:19])[CH3:18].[CH3:30][NH:31][C:32]1[CH2:36][S:35][C:34](=[O:37])[N:33]=1.CC(C)([O-])C.[K+]. The catalyst is C(O)C. The product is [F:1][C:2]([F:28])([F:29])[C:3]1[CH:23]=[C:22]([C:24]([F:27])([F:26])[F:25])[CH:21]=[CH:20][C:4]=1[CH2:5][O:6][C:7]1[CH:14]=[CH:13][C:10](/[CH:11]=[C:36]2/[C:32]([NH:31][CH3:30])=[N:33][C:34](=[O:37])[S:35]/2)=[CH:9][C:8]=1[O:15][CH2:16][CH:17]([CH3:19])[CH3:18]. The yield is 0.590. (7) The reactants are [F:1][C:2]([F:24])([F:23])[CH:3]([C:14]1[CH:19]=[C:18]([Cl:20])[C:17]([Cl:21])=[C:16]([Cl:22])[CH:15]=1)/[CH:4]=[CH:5]/[C:6]1[CH:11]=[CH:10][C:9]([O:12][NH2:13])=[CH:8][CH:7]=1.CCN=C=NCCCN(C)C.Cl.C1C=CC2N(O)N=NC=2C=1.CCN(C(C)C)C(C)C.[CH:56]1([C:59](O)=[O:60])[CH2:58][CH2:57]1. The product is [F:24][C:2]([F:1])([F:23])[CH:3]([C:14]1[CH:15]=[C:16]([Cl:22])[C:17]([Cl:21])=[C:18]([Cl:20])[CH:19]=1)/[CH:4]=[CH:5]/[C:6]1[CH:11]=[CH:10][C:9]([O:12][NH:13][C:59]([CH:56]2[CH2:58][CH2:57]2)=[O:60])=[CH:8][CH:7]=1. The catalyst is C(Cl)Cl.O. The yield is 0.340. (8) The reactants are [CH2:1]([N:4]1[CH2:13][CH:12]2[C:14]3[CH:15]=[CH:16][C:17]([O:23]C)=[C:18]([O:21]C)[C:19]=3[O:20][C:10]3[C:11]2=[C:6]([CH:7]=[CH:8][CH:9]=3)[CH2:5]1)[CH2:2][CH3:3].B(Br)(Br)Br.CO. The catalyst is ClCCl. The product is [CH2:1]([N:4]1[CH2:13][CH:12]2[C:14]3[CH:15]=[CH:16][C:17]([OH:23])=[C:18]([OH:21])[C:19]=3[O:20][C:10]3[C:11]2=[C:6]([CH:7]=[CH:8][CH:9]=3)[CH2:5]1)[CH2:2][CH3:3]. The yield is 0.630.